Dataset: Catalyst prediction with 721,799 reactions and 888 catalyst types from USPTO. Task: Predict which catalyst facilitates the given reaction. (1) Reactant: O[CH2:2][C:3]([C:5]1[CH:10]=[CH:9][CH:8]=[CH:7][CH:6]=1)=O.S1C=CN=[C:12]1[CH:16]=O.[O:18]([CH3:20])[Na]. Product: [C:5]1([CH:3]=[CH:2][C:20]([C:16]2[CH:12]=[CH:6][CH:5]=[CH:3][CH:2]=2)=[O:18])[CH:10]=[CH:9][CH:8]=[CH:7][CH:6]=1. The catalyst class is: 1. (2) Reactant: [H-].[Na+].C(OP([CH2:11][C:12]([O:14][CH2:15][CH3:16])=[O:13])(OCC)=O)C.[Br:17][C:18]1[CH:19]=[C:20]([C:25]([C:27]2[O:28][CH:29]=[CH:30][N:31]=2)=O)[CH:21]=[C:22]([F:24])[CH:23]=1.Cl. Product: [CH2:15]([O:14][C:12](=[O:13])/[CH:11]=[C:25](/[C:20]1[CH:21]=[C:22]([F:24])[CH:23]=[C:18]([Br:17])[CH:19]=1)\[C:27]1[O:28][CH:29]=[CH:30][N:31]=1)[CH3:16]. The catalyst class is: 20.